This data is from Forward reaction prediction with 1.9M reactions from USPTO patents (1976-2016). The task is: Predict the product of the given reaction. (1) Given the reactants C([O-])([O-])=O.[K+].[K+].[Cl:7][C:8]1[CH:13]=[CH:12][C:11]([S:14]([O-:16])=[O:15])=[CH:10][CH:9]=1.[Na+].[CH:18]1[C:27]2[C:22](=[CH:23][CH:24]=[CH:25][CH:26]=2)[CH:21]=[CH:20][C:19]=1[CH2:28]Br, predict the reaction product. The product is: [Cl:7][C:8]1[CH:13]=[CH:12][C:11]([S:14]([CH2:28][C:19]2[CH:20]=[CH:21][C:22]3[C:27](=[CH:26][CH:25]=[CH:24][CH:23]=3)[CH:18]=2)(=[O:16])=[O:15])=[CH:10][CH:9]=1. (2) Given the reactants [CH3:1][O:2][C:3]([C:5]1[S:9][C:8]([N:10]2[C:14]3[CH:15]=[CH:16][C:17]([C:19]([OH:21])=O)=[CH:18][C:13]=3[N:12]=[CH:11]2)=[CH:7][C:6]=1[O:22][CH2:23][C:24]1[CH:29]=[CH:28][CH:27]=[CH:26][C:25]=1[C:30]([F:33])([F:32])[F:31])=[O:4].[NH2:34][CH2:35][CH2:36][N:37]1[CH2:41][CH2:40][NH:39][C:38]1=[O:42].C(N(C(C)C)CC)(C)C.C(OCC)(=O)C, predict the reaction product. The product is: [O:42]=[C:38]1[NH:39][CH2:40][CH2:41][N:37]1[CH2:36][CH2:35][NH:34][C:19]([C:17]1[CH:16]=[CH:15][C:14]2[N:10]([C:8]3[S:9][C:5]([C:3]([O:2][CH3:1])=[O:4])=[C:6]([O:22][CH2:23][C:24]4[CH:29]=[CH:28][CH:27]=[CH:26][C:25]=4[C:30]([F:31])([F:33])[F:32])[CH:7]=3)[CH:11]=[N:12][C:13]=2[CH:18]=1)=[O:21].